From a dataset of Reaction yield outcomes from USPTO patents with 853,638 reactions. Predict the reaction yield, written as a fraction of the theoretical maximum amount of product (1.0 means a 100% yield; for example, 0.34 means a 34% yield). (1) The reactants are [NH2:1][C:2]1[CH:7]=[CH:6][C:5]([S:8]([NH2:11])(=[O:10])=[O:9])=[CH:4][CH:3]=1.[C:12](Cl)(=[O:22])[C:13]1[C:14](=[CH:18][CH:19]=[CH:20][CH:21]=1)[C:15](Cl)=[O:16].Cl. The yield is 0.900. The catalyst is N1C=CC=CC=1. The product is [O:16]=[C:15]1[C:14]2[CH:18]=[CH:19][CH:20]=[CH:21][C:13]=2[C:12](=[O:22])[N:1]1[C:2]1[CH:7]=[CH:6][C:5]([S:8]([NH2:11])(=[O:9])=[O:10])=[CH:4][CH:3]=1. (2) The reactants are [CH2:1]([O:8][C:9]([NH:11][C@@H:12]([C:16]([OH:18])=O)[CH:13]([CH3:15])[CH3:14])=[O:10])[C:2]1[CH:7]=[CH:6][CH:5]=[CH:4][CH:3]=1.N1C(F)=NC(F)=NC=1[F:21]. The catalyst is ClCCl. The product is [CH2:1]([O:8][C:9](=[O:10])[NH:11][CH:12]([C:16]([F:21])=[O:18])[CH:13]([CH3:15])[CH3:14])[C:2]1[CH:7]=[CH:6][CH:5]=[CH:4][CH:3]=1. The yield is 0.876. (3) The yield is 0.960. The reactants are [F:1][C:2]1[CH:3]=[C:4]([CH:8]=[CH:9][C:10]=1[CH3:11])[C:5]([OH:7])=[O:6].O=S(Cl)Cl.[CH3:16][CH2:17]O. The product is [F:1][C:2]1[CH:3]=[C:4]([CH:8]=[CH:9][C:10]=1[CH3:11])[C:5]([O:7][CH2:16][CH3:17])=[O:6]. No catalyst specified. (4) The reactants are Cl[CH2:2][CH2:3][CH2:4][N:5]1[C:10]2[CH:11]=[CH:12][CH:13]=[CH:14][C:9]=2[S:8][CH2:7][C:6]1=[O:15].C([O-])([O-])=O.[K+].[K+].[Na+].[I-].[CH:24](=[C:28]1[CH2:33][CH2:32][NH:31][CH2:30][CH2:29]1)[CH2:25][CH2:26][CH3:27]. The catalyst is C(Cl)Cl.CO. The product is [CH:24](=[C:28]1[CH2:33][CH2:32][N:31]([CH2:2][CH2:3][CH2:4][N:5]2[C:10]3[CH:11]=[CH:12][CH:13]=[CH:14][C:9]=3[S:8][CH2:7][C:6]2=[O:15])[CH2:30][CH2:29]1)[CH2:25][CH2:26][CH3:27]. The yield is 0.330. (5) The reactants are [NH2:1][C:2]1[CH:3]=[C:4]([F:12])[CH:5]=[C:6]2[C:10]=1[NH:9][C:8](=[O:11])[CH2:7]2.[C:13](Cl)(=[O:15])[CH3:14]. The catalyst is O1CCCC1. The product is [F:12][C:4]1[CH:5]=[C:6]2[C:10](=[C:2]([NH:1][C:13](=[O:15])[CH3:14])[CH:3]=1)[NH:9][C:8](=[O:11])[CH2:7]2. The yield is 0.960.